Task: Predict the product of the given reaction.. Dataset: Forward reaction prediction with 1.9M reactions from USPTO patents (1976-2016) (1) Given the reactants [NH2:1][NH:2][C:3]([C:5]1[C:10]([C:11]([F:14])([F:13])[F:12])=[CH:9][CH:8]=[CH:7][N:6]=1)=[NH:4].[Cl:15][C:16]1[CH:17]=[CH:18][C:19]([OH:24])=[C:20]([CH:23]=1)[CH:21]=O, predict the reaction product. The product is: [Cl:15][C:16]1[CH:17]=[CH:18][C:19]([OH:24])=[C:20]([C:21]2[NH:1][N:2]=[C:3]([C:5]3[C:10]([C:11]([F:12])([F:13])[F:14])=[CH:9][CH:8]=[CH:7][N:6]=3)[N:4]=2)[CH:23]=1. (2) The product is: [Cl:21][C:20]1[C:15]2[C:14]([I:22])=[CH:13][N:12]([C@@H:9]3[CH2:10][CH2:11][C@H:6]([N:5]4[CH2:23][C:24](=[O:26])[N:29]([CH3:28])[CH2:2][C:3]4=[O:4])[CH2:7][CH2:8]3)[C:16]=2[N:17]=[CH:18][N:19]=1. Given the reactants Cl[CH2:2][C:3]([N:5]([CH2:23][C:24]([O:26]C)=O)[C@H:6]1[CH2:11][CH2:10][C@@H:9]([N:12]2[C:16]3[N:17]=[CH:18][N:19]=[C:20]([Cl:21])[C:15]=3[C:14]([I:22])=[CH:13]2)[CH2:8][CH2:7]1)=[O:4].[CH3:28][NH2:29], predict the reaction product.